From a dataset of hERG potassium channel inhibition data for cardiac toxicity prediction from Karim et al.. Regression/Classification. Given a drug SMILES string, predict its toxicity properties. Task type varies by dataset: regression for continuous values (e.g., LD50, hERG inhibition percentage) or binary classification for toxic/non-toxic outcomes (e.g., AMES mutagenicity, cardiotoxicity, hepatotoxicity). Dataset: herg_karim. (1) The molecule is Cc1ncc(CNC2CCN(CCN3C(=O)C=CC4C3C=CC(=O)N4C)CC2)cc1C#N. The result is 0 (non-blocker). (2) The compound is O=C(N1Cc2ccccc2C1)N1CCC[C@H]1CN1CCCC1. The result is 0 (non-blocker). (3) The molecule is O=C(O)c1ccccc1N1CCC(CN2CCC(Oc3ccc(Cl)c(Cl)c3)CC2)CC1. The result is 1 (blocker). (4) The compound is CONC(=O)N(Cc1ccsc1)C1CCN([C@H](C)CCNC(=O)c2c(C)cc(Cl)nc2C)CC1. The result is 1 (blocker). (5) The drug is Cc1n[nH]cc1C(=O)N[C@@H]1CC(C)(C)Oc2nc(-c3ccc(Cl)cc3Cl)c(-c3ccc(Cl)cc3)cc21. The result is 1 (blocker). (6) The molecule is CCNc1cc(N2CCOCC2)cc(CCc2nc(C)c(CC)o2)n1. The result is 1 (blocker). (7) The drug is Cn1cc(C2=C(c3cn(C4CCN(Cc5ccccn5)CC4)c4ccccc34)C(=O)NC2=O)c2ccccc21. The result is 0 (non-blocker).